Dataset: Tox21: 12 toxicity assays (nuclear receptors and stress response pathways). Task: Binary classification across 12 toxicity assays. (1) The drug is O=C1Nc2ccc(Cl)cc2[C@@](C#CC2CC2)(C(F)(F)F)O1. It tested positive (active) for: SR-ARE (Antioxidant Response Element (oxidative stress)), SR-HSE (Heat Shock Element response), and SR-MMP (Mitochondrial Membrane Potential disruption). (2) The compound is NCCc1ccc(O)c(O)c1. It tested positive (active) for: SR-ARE (Antioxidant Response Element (oxidative stress)).